This data is from Full USPTO retrosynthesis dataset with 1.9M reactions from patents (1976-2016). The task is: Predict the reactants needed to synthesize the given product. (1) Given the product [CH3:10][C:17]1[CH:26]=[CH:25][C:20]([C:21]([O:23][CH3:24])=[O:22])=[C:19]([C:27]([F:30])([F:29])[F:28])[CH:18]=1, predict the reactants needed to synthesize it. The reactants are: CB1OB(C)OB(C)O1.[C:10](=O)([O-])[O-].[Cs+].[Cs+].Br[C:17]1[CH:26]=[CH:25][C:20]([C:21]([O:23][CH3:24])=[O:22])=[C:19]([C:27]([F:30])([F:29])[F:28])[CH:18]=1. (2) Given the product [OH:40][C:28]1[CH:27]=[C:26]([CH2:25][C@H:9]([NH:8][C:6]([O:5][C:1]([CH3:2])([CH3:4])[CH3:3])=[O:7])[C:10]([O:12][C@H:13]([CH3:24])[CH2:14][O:15][C:16]([C:18]2[CH:23]=[CH:22][CH:21]=[CH:20][CH:19]=2)=[O:17])=[O:11])[CH:31]=[CH:30][C:29]=1[OH:32], predict the reactants needed to synthesize it. The reactants are: [C:1]([O:5][C:6]([NH:8][C@@H:9]([CH2:25][C:26]1[CH:31]=[CH:30][C:29]([O:32]CC2C=CC=CC=2)=[C:28]([O:40]CC2C=CC=CC=2)[CH:27]=1)[C:10]([O:12][C@H:13]([CH3:24])[CH2:14][O:15][C:16]([C:18]1[CH:23]=[CH:22][CH:21]=[CH:20][CH:19]=1)=[O:17])=[O:11])=[O:7])([CH3:4])([CH3:3])[CH3:2]. (3) Given the product [Br:14][C:12]1[CH:11]=[CH:10][C:7]2[C:8](=[NH:9])[NH:2][CH2:3][CH2:4][O:5][C:6]=2[CH:13]=1, predict the reactants needed to synthesize it. The reactants are: Cl.[NH2:2][CH2:3][CH2:4][O:5][C:6]1[CH:13]=[C:12]([Br:14])[CH:11]=[CH:10][C:7]=1[C:8]#[N:9].C[Al](C)C. (4) Given the product [CH2:33]([C:20]1[N:19]([CH2:18][CH2:17][O:16][CH2:15][CH2:14][CH2:13][S:1][C:2]2[CH:7]=[CH:6][CH:5]=[CH:4][N:3]=2)[C:31]2[C:30]3[CH:29]=[CH:28][CH:27]=[CH:26][C:25]=3[N:24]=[C:23]([NH2:32])[C:22]=2[N:21]=1)[CH2:34][CH3:35], predict the reactants needed to synthesize it. The reactants are: [SH:1][C:2]1[CH:7]=[CH:6][CH:5]=[CH:4][N:3]=1.[H-].[Na+].[H][H].Cl[CH2:13][CH2:14][CH2:15][O:16][CH2:17][CH2:18][N:19]1[C:31]2[C:30]3[CH:29]=[CH:28][CH:27]=[CH:26][C:25]=3[N:24]=[C:23]([NH2:32])[C:22]=2[N:21]=[C:20]1[CH2:33][CH2:34][CH3:35]. (5) Given the product [F:31][CH:2]([F:1])[C:3]1[CH:7]=[C:6]([CH:8]([F:9])[F:10])[N:5]([CH2:11][C:12]([N:14]2[CH2:19][CH2:18][CH:17]([C:20]3[N:25]=[C:24]([C:26]([OH:28])=[O:27])[CH:23]=[CH:22][CH:21]=3)[CH2:16][CH2:15]2)=[O:13])[N:4]=1, predict the reactants needed to synthesize it. The reactants are: [F:1][CH:2]([F:31])[C:3]1[CH:7]=[C:6]([CH:8]([F:10])[F:9])[N:5]([CH2:11][C:12]([N:14]2[CH2:19][CH2:18][CH:17]([C:20]3[N:25]=[C:24]([C:26]([O:28]CC)=[O:27])[CH:23]=[CH:22][CH:21]=3)[CH2:16][CH2:15]2)=[O:13])[N:4]=1.O.[OH-].[Li+]. (6) Given the product [CH3:25][C:26](=[CH:30][C:31]1[CH:36]=[CH:35][CH:34]=[CH:33][CH:32]=1)[C:27]([NH:2][C@H:3]([C:14]([O:16][CH3:17])=[O:15])[CH2:4][C:5]1[C:13]2[C:8](=[CH:9][CH:10]=[CH:11][CH:12]=2)[NH:7][CH:6]=1)=[O:28], predict the reactants needed to synthesize it. The reactants are: Cl.[NH2:2][C@H:3]([C:14]([O:16][CH3:17])=[O:15])[CH2:4][C:5]1[C:13]2[C:8](=[CH:9][CH:10]=[CH:11][CH:12]=2)[NH:7][CH:6]=1.C(N(CC)CC)C.[CH3:25][C:26](=[CH:30][C:31]1[CH:36]=[CH:35][CH:34]=[CH:33][CH:32]=1)[C:27](O)=[O:28].CCN=C=NCCCN(C)C.Cl. (7) Given the product [NH2:17][CH2:16][C@@H:15]([NH:14][C:12]([C:9]1[S:8][C:7]([C:6]2[N:5]([CH3:36])[N:4]=[CH:3][C:2]=2[Cl:1])=[N:11][CH:10]=1)=[O:13])[CH2:28][C:29]1[CH:34]=[CH:33][CH:32]=[C:31]([F:35])[CH:30]=1, predict the reactants needed to synthesize it. The reactants are: [Cl:1][C:2]1[CH:3]=[N:4][N:5]([CH3:36])[C:6]=1[C:7]1[S:8][C:9]([C:12]([NH:14][C@@H:15]([CH2:28][C:29]2[CH:34]=[CH:33][CH:32]=[C:31]([F:35])[CH:30]=2)[CH2:16][N:17]2C(=O)C3C(=CC=CC=3)C2=O)=[O:13])=[CH:10][N:11]=1.NN. (8) The reactants are: O1[C:5]2([CH2:10][CH2:9][CH:8]([N:11]([CH:21]3[CH2:26][CH2:25][CH:24]([CH3:27])[CH2:23][CH2:22]3)[C:12]([NH:14][C:15]3[S:16][C:17]([CH3:20])=[CH:18][N:19]=3)=[O:13])[CH2:7][CH2:6]2)[O:4]CC1. Given the product [CH3:27][CH:24]1[CH2:23][CH2:22][CH:21]([N:11]([CH:8]2[CH2:9][CH2:10][C:5](=[O:4])[CH2:6][CH2:7]2)[C:12]([NH:14][C:15]2[S:16][C:17]([CH3:20])=[CH:18][N:19]=2)=[O:13])[CH2:26][CH2:25]1, predict the reactants needed to synthesize it.